Predict which catalyst facilitates the given reaction. From a dataset of Catalyst prediction with 721,799 reactions and 888 catalyst types from USPTO. (1) Reactant: [CH2:1]1[C:5]2([CH2:10][CH2:9][CH:8]([N:11]3[C:15]([CH:16]=O)=[CH:14][CH:13]=[N:12]3)[CH2:7][CH2:6]2)[CH2:4][CH2:3][CH2:2]1.[CH3:18][N:19]([CH2:27][CH2:28][NH:29][CH3:30])[C:20](=[O:26])[O:21][C:22]([CH3:25])([CH3:24])[CH3:23]. Product: [CH3:18][N:19]([CH2:27][CH2:28][N:29]([CH3:30])[CH2:16][C:15]1[N:11]([CH:8]2[CH2:7][CH2:6][C:5]3([CH2:1][CH2:2][CH2:3][CH2:4]3)[CH2:10][CH2:9]2)[N:12]=[CH:13][CH:14]=1)[C:20](=[O:26])[O:21][C:22]([CH3:25])([CH3:24])[CH3:23]. The catalyst class is: 26. (2) Reactant: [C:1]([O:5][C:6](=[O:38])[C@@H:7]([NH:30][C:31]([O:33][C:34]([CH3:37])([CH3:36])[CH3:35])=[O:32])[CH2:8][CH2:9][C:10]([C:23]([O:25][C:26]([CH3:29])([CH3:28])[CH3:27])=[O:24])([CH2:14][CH2:15][C:16]1[CH:21]=[CH:20][C:19]([OH:22])=[CH:18][CH:17]=1)C(O)=O)([CH3:4])([CH3:3])[CH3:2]. Product: [C:34]([O:33][C:31]([NH:30][C@@H:7]([CH2:8][CH2:9][CH:10]([CH2:14][CH2:15][C:16]1[CH:17]=[CH:18][C:19]([OH:22])=[CH:20][CH:21]=1)[C:23]([O:25][C:26]([CH3:27])([CH3:28])[CH3:29])=[O:24])[C:6]([O:5][C:1]([CH3:4])([CH3:2])[CH3:3])=[O:38])=[O:32])([CH3:35])([CH3:36])[CH3:37]. The catalyst class is: 12.